Dataset: Forward reaction prediction with 1.9M reactions from USPTO patents (1976-2016). Task: Predict the product of the given reaction. Given the reactants S(Cl)(Cl)=O.[C:5]([C:7]1[CH:8]=[C:9]([CH:13]=[CH:14][C:15]=1[O:16][C:17]1[CH:22]=[CH:21][C:20]([F:23])=[CH:19][CH:18]=1)[C:10]([OH:12])=O)#[N:6].[NH2:24][C:25]1[C:30]([NH2:31])=[CH:29][N:28]=[CH:27]C=1.[N:32]1C=CC=CC=1, predict the reaction product. The product is: [NH2:24][C:25]1[C:30]([NH:31][C:10](=[O:12])[C:9]2[CH:13]=[CH:14][C:15]([O:16][C:17]3[CH:22]=[CH:21][C:20]([F:23])=[CH:19][CH:18]=3)=[C:7]([C:5]#[N:6])[CH:8]=2)=[CH:29][N:28]=[CH:27][N:32]=1.